Dataset: Forward reaction prediction with 1.9M reactions from USPTO patents (1976-2016). Task: Predict the product of the given reaction. (1) The product is: [C:11]([O:14][CH2:8][C:5]1[CH:6]=[CH:7][C:2]([Br:1])=[C:3]([F:10])[CH:4]=1)(=[O:13])[CH3:12]. Given the reactants [Br:1][C:2]1[CH:7]=[CH:6][C:5]([CH2:8]Br)=[CH:4][C:3]=1[F:10].[C:11]([O-:14])(=[O:13])[CH3:12].[Na+].C(=O)(O)[O-].[Na+], predict the reaction product. (2) Given the reactants [CH:1]([C:3]1[CH:4]=[C:5]([CH:30]=[C:31]([S:33]([F:38])([F:37])([F:36])([F:35])[F:34])[CH:32]=1)[C:6]([NH:8][C:9]1[CH:14]=[CH:13][C:12]([CH3:15])=[C:11]([N:16]2[C:23]3[N:19]([N:20]=[C:21]([C:24]4[CH:25]=[N:26][CH:27]=[CH:28][CH:29]=4)[CH:22]=3)[CH:18]=[CH:17]2)[CH:10]=1)=[O:7])=O.[N:39]1(C(OC(C)(C)C)=O)[CH2:44][CH2:43][NH:42][CH2:41][CH2:40]1.C(O[BH-](OC(=O)C)OC(=O)C)(=O)C.[Na+].O, predict the reaction product. The product is: [CH3:15][C:12]1[CH:13]=[CH:14][C:9]([NH:8][C:6](=[O:7])[C:5]2[CH:4]=[C:3]([CH2:1][N:39]3[CH2:44][CH2:43][NH:42][CH2:41][CH2:40]3)[CH:32]=[C:31]([S:33]([F:38])([F:36])([F:34])([F:37])[F:35])[CH:30]=2)=[CH:10][C:11]=1[N:16]1[C:23]2[N:19]([N:20]=[C:21]([C:24]3[CH:25]=[N:26][CH:27]=[CH:28][CH:29]=3)[CH:22]=2)[CH:18]=[CH:17]1. (3) Given the reactants Cl.C(OC(=O)[N:8]([C:15]1[N:19]([CH3:20])[C:18]2[CH:21]=[CH:22][C:23]([N:25]([CH3:43])[C:26]3[CH:31]=[CH:30][N:29]=[C:28]([NH:32][C:33]4[CH:38]=[CH:37][CH:36]=[C:35]([S:39](=[O:42])(=[O:41])[NH2:40])[CH:34]=4)[N:27]=3)=[CH:24][C:17]=2[N:16]=1)[C:9]1[CH:14]=[CH:13][CH:12]=[CH:11][CH:10]=1)(C)(C)C.[F:45][C:46]([F:51])([F:50])[C:47]([OH:49])=[O:48], predict the reaction product. The product is: [F:45][C:46]([F:51])([F:50])[C:47]([OH:49])=[O:48].[CH3:43][N:25]([C:23]1[CH:22]=[CH:21][C:18]2[N:19]([CH3:20])[C:15]([NH:8][C:9]3[CH:14]=[CH:13][CH:12]=[CH:11][CH:10]=3)=[N:16][C:17]=2[CH:24]=1)[C:26]1[CH:31]=[CH:30][N:29]=[C:28]([NH:32][C:33]2[CH:34]=[C:35]([S:39]([NH2:40])(=[O:42])=[O:41])[CH:36]=[CH:37][CH:38]=2)[N:27]=1. (4) The product is: [CH2:1]([O:4][C:5]1[CH:6]=[CH:7][CH:8]=[C:9]2[C:14]=1[CH:13]=[N+:12]([O-:23])[CH:11]=[CH:10]2)[CH2:2][CH3:3]. Given the reactants [CH2:1]([O:4][C:5]1[CH:6]=[CH:7][CH:8]=[C:9]2[C:14]=1[CH:13]=[N:12][CH:11]=[CH:10]2)[CH2:2][CH3:3].C1C=C(Cl)C=C(C(OO)=[O:23])C=1, predict the reaction product. (5) Given the reactants [NH2:1][C:2]1[CH:3]=[C:4]([CH:34]=[CH:35][CH:36]=1)[CH2:5][O:6][CH2:7][CH2:8][O:9][CH2:10][CH2:11][CH2:12][CH2:13][CH2:14][CH2:15][N:16]1[CH2:20][C@@H:19]([C:21]2[CH:32]=[CH:31][C:24]3[O:25][C:26]([CH3:30])([CH3:29])[O:27][CH2:28][C:23]=3[CH:22]=2)[O:18][C:17]1=[O:33].[CH:37]1([N:43]=[C:44]=[O:45])[CH2:42][CH2:41][CH2:40][CH2:39][CH2:38]1.C(O)(C)C, predict the reaction product. The product is: [CH:37]1([NH:43][C:44]([NH:1][C:2]2[CH:36]=[CH:35][CH:34]=[C:4]([CH2:5][O:6][CH2:7][CH2:8][O:9][CH2:10][CH2:11][CH2:12][CH2:13][CH2:14][CH2:15][N:16]3[CH2:20][C@@H:19]([C:21]4[CH:32]=[CH:31][C:24]5[O:25][C:26]([CH3:30])([CH3:29])[O:27][CH2:28][C:23]=5[CH:22]=4)[O:18][C:17]3=[O:33])[CH:3]=2)=[O:45])[CH2:42][CH2:41][CH2:40][CH2:39][CH2:38]1. (6) Given the reactants Br[C:2]1[CH:3]=[C:4]([CH:13]=[CH:14][CH:15]=1)[O:5][CH:6]1[CH2:11][CH2:10][N:9]([CH3:12])[CH2:8][CH2:7]1.[B:16]1([B:16]2[O:20][C:19]([CH3:22])([CH3:21])[C:18]([CH3:24])([CH3:23])[O:17]2)[O:20][C:19]([CH3:22])([CH3:21])[C:18]([CH3:24])([CH3:23])[O:17]1.CC([O-])=O.[K+], predict the reaction product. The product is: [CH3:12][N:9]1[CH2:10][CH2:11][CH:6]([O:5][C:4]2[CH:13]=[CH:14][CH:15]=[C:2]([B:16]3[O:20][C:19]([CH3:22])([CH3:21])[C:18]([CH3:24])([CH3:23])[O:17]3)[CH:3]=2)[CH2:7][CH2:8]1.